Dataset: Catalyst prediction with 721,799 reactions and 888 catalyst types from USPTO. Task: Predict which catalyst facilitates the given reaction. (1) Reactant: [O:1]1[CH2:5][CH2:4][CH:3]([C:6]([OH:8])=[O:7])[CH2:2]1.[C:9](=O)([O-])[O-].[K+].[K+].IC. Product: [O:1]1[CH2:5][CH2:4][CH:3]([C:6]([O:8][CH3:9])=[O:7])[CH2:2]1. The catalyst class is: 9. (2) Reactant: [CH3:1][C:2]1[N:7]=[C:6]([C:8]2[CH:13]=[CH:12][CH:11]=[CH:10][C:9]=2[O:14]C)[N:5]([CH2:16][CH2:17][C:18]2[CH:23]=[CH:22][CH:21]=[CH:20][CH:19]=2)[C:4](=[O:24])[C:3]=1[C:25]1[S:26][CH:27]=[CH:28][CH:29]=1.CC(O)=O.Br. Product: [OH:14][C:9]1[CH:10]=[CH:11][CH:12]=[CH:13][C:8]=1[C:6]1[N:5]([CH2:16][CH2:17][C:18]2[CH:23]=[CH:22][CH:21]=[CH:20][CH:19]=2)[C:4](=[O:24])[C:3]([C:25]2[S:26][CH:27]=[CH:28][CH:29]=2)=[C:2]([CH3:1])[N:7]=1. The catalyst class is: 4.